From a dataset of Catalyst prediction with 721,799 reactions and 888 catalyst types from USPTO. Predict which catalyst facilitates the given reaction. (1) Reactant: [CH3:1][O:2][C:3]1[CH:4]=[C:5]([CH:10]=[CH:11][C:12]=1[O:13][CH3:14])[O:6][CH2:7][C:8]#[N:9].Cl.[OH:16][NH2:17]. Product: [CH3:1][O:2][C:3]1[CH:4]=[C:5]([CH:10]=[CH:11][C:12]=1[O:13][CH3:14])[O:6][CH2:7][C:8](=[N:17][OH:16])[NH2:9]. The catalyst class is: 24. (2) Reactant: [O:1]([C:8]1[CH:13]=[CH:12][C:11]([CH2:14][NH:15][C:16](=[O:26])[C:17]2[CH:22]=[C:21]([F:23])[C:20]([NH2:24])=[N:19][C:18]=2Cl)=[CH:10][CH:9]=1)[C:2]1[CH:7]=[CH:6][CH:5]=[CH:4][CH:3]=1.O1CCOCC1.[NH3:33]. Product: [O:1]([C:8]1[CH:13]=[CH:12][C:11]([CH2:14][NH:15][C:16](=[O:26])[C:17]2[CH:22]=[C:21]([F:23])[C:20]([NH2:24])=[N:19][C:18]=2[NH2:33])=[CH:10][CH:9]=1)[C:2]1[CH:7]=[CH:6][CH:5]=[CH:4][CH:3]=1. The catalyst class is: 6. (3) Reactant: [OH-].[Na+].[Cl:3][C:4]1[CH:5]=[C:6]([C:14]2[O:18][N:17]=[C:16]([C:19]3[C:20]([CH3:32])=[C:21]([CH2:25][CH2:26][C:27]([O:29]CC)=[O:28])[CH:22]=[CH:23][CH:24]=3)[N:15]=2)[CH:7]=[CH:8][C:9]=1[O:10][CH:11]([CH3:13])[CH3:12].Cl. Product: [Cl:3][C:4]1[CH:5]=[C:6]([C:14]2[O:18][N:17]=[C:16]([C:19]3[C:20]([CH3:32])=[C:21]([CH2:25][CH2:26][C:27]([OH:29])=[O:28])[CH:22]=[CH:23][CH:24]=3)[N:15]=2)[CH:7]=[CH:8][C:9]=1[O:10][CH:11]([CH3:13])[CH3:12]. The catalyst class is: 378.